From a dataset of NCI-60 drug combinations with 297,098 pairs across 59 cell lines. Regression. Given two drug SMILES strings and cell line genomic features, predict the synergy score measuring deviation from expected non-interaction effect. (1) Drug 1: C1=CC(=CC=C1C#N)C(C2=CC=C(C=C2)C#N)N3C=NC=N3. Drug 2: CC1C(C(CC(O1)OC2CC(OC(C2O)C)OC3=CC4=CC5=C(C(=O)C(C(C5)C(C(=O)C(C(C)O)O)OC)OC6CC(C(C(O6)C)O)OC7CC(C(C(O7)C)O)OC8CC(C(C(O8)C)O)(C)O)C(=C4C(=C3C)O)O)O)O. Cell line: OVCAR-5. Synergy scores: CSS=14.6, Synergy_ZIP=0.177, Synergy_Bliss=-0.624, Synergy_Loewe=-10.9, Synergy_HSA=0.215. (2) Drug 1: CS(=O)(=O)C1=CC(=C(C=C1)C(=O)NC2=CC(=C(C=C2)Cl)C3=CC=CC=N3)Cl. Drug 2: CC1=C2C(C(=O)C3(C(CC4C(C3C(C(C2(C)C)(CC1OC(=O)C(C(C5=CC=CC=C5)NC(=O)OC(C)(C)C)O)O)OC(=O)C6=CC=CC=C6)(CO4)OC(=O)C)O)C)O. Cell line: T-47D. Synergy scores: CSS=37.8, Synergy_ZIP=10.6, Synergy_Bliss=12.8, Synergy_Loewe=-2.24, Synergy_HSA=12.7. (3) Drug 1: CC1C(C(CC(O1)OC2CC(CC3=C2C(=C4C(=C3O)C(=O)C5=C(C4=O)C(=CC=C5)OC)O)(C(=O)CO)O)N)O.Cl. Drug 2: CC12CCC3C(C1CCC2OP(=O)(O)O)CCC4=C3C=CC(=C4)OC(=O)N(CCCl)CCCl.[Na+]. Cell line: M14. Synergy scores: CSS=3.21, Synergy_ZIP=-1.71, Synergy_Bliss=-2.79, Synergy_Loewe=-5.88, Synergy_HSA=-5.93. (4) Drug 1: C(CC(=O)O)C(=O)CN.Cl. Drug 2: CN(C(=O)NC(C=O)C(C(C(CO)O)O)O)N=O. Cell line: HCC-2998. Synergy scores: CSS=3.17, Synergy_ZIP=-0.964, Synergy_Bliss=0.0506, Synergy_Loewe=-3.05, Synergy_HSA=-3.20. (5) Drug 1: CCC(=C(C1=CC=CC=C1)C2=CC=C(C=C2)OCCN(C)C)C3=CC=CC=C3.C(C(=O)O)C(CC(=O)O)(C(=O)O)O. Drug 2: CC1C(C(CC(O1)OC2CC(OC(C2O)C)OC3=CC4=CC5=C(C(=O)C(C(C5)C(C(=O)C(C(C)O)O)OC)OC6CC(C(C(O6)C)O)OC7CC(C(C(O7)C)O)OC8CC(C(C(O8)C)O)(C)O)C(=C4C(=C3C)O)O)O)O. Cell line: NCI-H226. Synergy scores: CSS=35.9, Synergy_ZIP=0.137, Synergy_Bliss=-0.773, Synergy_Loewe=-25.1, Synergy_HSA=-1.12.